Dataset: Forward reaction prediction with 1.9M reactions from USPTO patents (1976-2016). Task: Predict the product of the given reaction. (1) Given the reactants [CH3:1][C:2]1[CH:3]=[C:4]([S:20]([CH2:23][P:24](=[O:31])([O:28][CH2:29][CH3:30])[O:25][CH2:26][CH3:27])(=[O:22])=[O:21])[CH:5]=[C:6]([CH3:19])[C:7]=1[O:8][Si](C(C)C)(C(C)C)C(C)C.CCCC[N+](CCCC)(CCCC)CCCC.[F-], predict the reaction product. The product is: [CH3:19][C:6]1[CH:5]=[C:4]([S:20]([CH2:23][P:24](=[O:31])([O:28][CH2:29][CH3:30])[O:25][CH2:26][CH3:27])(=[O:22])=[O:21])[CH:3]=[C:2]([CH3:1])[C:7]=1[OH:8]. (2) Given the reactants Br[C:2]1[C:11]([CH:12]([CH3:14])[CH3:13])=[CH:10][C:9]2[C:4](=[CH:5][CH:6]=[C:7]([O:15][CH3:16])[CH:8]=2)[C:3]=1[O:17][CH2:18][O:19][CH3:20].[C:21]1(B(O)O)[CH:26]=[CH:25][CH:24]=[CH:23][CH:22]=1.C([O-])([O-])=O.[Na+].[Na+], predict the reaction product. The product is: [CH3:13][CH:12]([C:11]1[C:2]([C:21]2[CH:26]=[CH:25][CH:24]=[CH:23][CH:22]=2)=[C:3]([O:17][CH2:18][O:19][CH3:20])[C:4]2[C:9]([CH:10]=1)=[CH:8][C:7]([O:15][CH3:16])=[CH:6][CH:5]=2)[CH3:14]. (3) Given the reactants [H-].[Na+].C(O[C:6](=[O:27])[CH2:7][CH2:8][N:9]([CH2:19][CH2:20][C:21]1[CH:26]=[CH:25][CH:24]=[CH:23][CH:22]=1)[C:10](=[O:18])[CH2:11][C:12]1[CH:17]=[CH:16][CH:15]=[CH:14][CH:13]=1)C.CCO, predict the reaction product. The product is: [CH2:19]([N:9]1[CH2:8][CH2:7][C:6](=[O:27])[CH:11]([C:12]2[CH:13]=[CH:14][CH:15]=[CH:16][CH:17]=2)[C:10]1=[O:18])[CH2:20][C:21]1[CH:22]=[CH:23][CH:24]=[CH:25][CH:26]=1.